This data is from Reaction yield outcomes from USPTO patents with 853,638 reactions. The task is: Predict the reaction yield, written as a fraction of the theoretical maximum amount of product (1.0 means a 100% yield; for example, 0.34 means a 34% yield). (1) The reactants are [CH3:1][N:2]1[CH:7]2[CH2:8][CH2:9][CH2:10][CH:3]1[CH2:4][C:5](N1CCCC1)=[CH:6]2.[CH3:16][O:17][C:18]1[CH:27]=[CH:26][C:21]([CH2:22][N:23]=[N+:24]=[N-:25])=[CH:20][CH:19]=1. No catalyst specified. The product is [CH3:1][N:2]1[CH:7]2[CH2:8][CH2:9][CH2:10][CH:3]1[C:4]1[N:25]=[N:24][N:23]([CH2:22][C:21]3[CH:20]=[CH:19][C:18]([O:17][CH3:16])=[CH:27][CH:26]=3)[C:5]=1[CH2:6]2. The yield is 0.570. (2) The reactants are [NH2:1][C:2]1[C:3]([C:14]([O:16]C)=O)=[N:4][C:5]([C:8]2[CH:9]=[N:10][CH:11]=[CH:12][CH:13]=2)=[CH:6][N:7]=1.[NH2:18][NH2:19].CO. The catalyst is O. The product is [NH2:1][C:2]1[C:3]([C:14]([NH:18][NH2:19])=[O:16])=[N:4][C:5]([C:8]2[CH:9]=[N:10][CH:11]=[CH:12][CH:13]=2)=[CH:6][N:7]=1. The yield is 0.580. (3) The reactants are [C:1]([O-:4])(O)=O.[Na+].[CH3:6][C:7]([CH3:14])([CH2:11][CH:12]=[CH2:13])[CH2:8][CH2:9][NH2:10].C(Cl)(Cl)=O.C1(C)C=CC=CC=1. The catalyst is C(Cl)Cl. The product is [N:10]([CH2:9][CH2:8][C:7]([CH3:14])([CH3:6])[CH2:11][CH:12]=[CH2:13])=[C:1]=[O:4]. The yield is 1.00. (4) The reactants are [N+:1]([C:4]1[CH:5]=[C:6]2[C:11](=[CH:12][CH:13]=1)[O:10][CH:9]([C:14]([OH:16])=[O:15])[CH2:8][C:7]2=[O:17])([O-:3])=[O:2].[CH2:18](O)[CH3:19]. The catalyst is Cl. The product is [N+:1]([C:4]1[CH:5]=[C:6]2[C:11](=[CH:12][CH:13]=1)[O:10][CH:9]([C:14]([O:16][CH2:18][CH3:19])=[O:15])[CH2:8][C:7]2=[O:17])([O-:3])=[O:2]. The yield is 0.900. (5) The reactants are [N+:1]([C:4]1[CH:5]=[C:6]([CH3:11])[C:7]([CH3:10])=[CH:8][CH:9]=1)([O-:3])=[O:2].C1C(=O)N(Br)C(=O)C1.C(OOC(=O)C1C=CC=CC=1)(=O)C1C=CC=CC=1.C([O-])([O-])=O.[Na+].[Na+].[CH2:44]([NH2:51])[C:45]1[CH:50]=[CH:49][CH:48]=[CH:47][CH:46]=1. The catalyst is CC(C)=O.O.C(Cl)(Cl)(Cl)Cl. The product is [CH2:44]([N:51]1[CH2:11][C:6]2[C:7](=[CH:8][CH:9]=[C:4]([N+:1]([O-:3])=[O:2])[CH:5]=2)[CH2:10]1)[C:45]1[CH:50]=[CH:49][CH:48]=[CH:47][CH:46]=1. The yield is 0.330. (6) The reactants are [CH3:1][O:2][C:3]1[CH:4]=[C:5]([C:17]2[CH:18]=[CH:19][C:20]3[N:21]([N:23]=[C:24]([NH:26][C:27](=[O:41])[C:28]4[CH:33]=[CH:32][C:31]([CH2:34][N:35]5[CH2:40][CH2:39][CH2:38][CH2:37][CH2:36]5)=[CH:30][CH:29]=4)[N:25]=3)[CH:22]=2)[CH:6]=[CH:7][C:8]=1[O:9]CC1C=CC=CC=1.FC(F)(F)C(O)=O. No catalyst specified. The product is [OH:9][C:8]1[CH:7]=[CH:6][C:5]([C:17]2[CH:18]=[CH:19][C:20]3[N:21]([N:23]=[C:24]([NH:26][C:27](=[O:41])[C:28]4[CH:29]=[CH:30][C:31]([CH2:34][N:35]5[CH2:40][CH2:39][CH2:38][CH2:37][CH2:36]5)=[CH:32][CH:33]=4)[N:25]=3)[CH:22]=2)=[CH:4][C:3]=1[O:2][CH3:1]. The yield is 0.110. (7) The reactants are CO.[O:3]=[C:4]([N:18]1[CH2:23][CH2:22][N:21]2[C:24]([C:27]([F:30])([F:29])[F:28])=[N:25][N:26]=[C:20]2[CH2:19]1)[CH2:5][CH:6]([NH2:17])[CH2:7][C:8]1[CH:13]=[C:12]([F:14])[C:11]([F:15])=[CH:10][C:9]=1[F:16].[C:31]1([CH3:54])[CH:36]=[CH:35][C:34]([C@@:37]([C:51]([OH:53])=[O:52])([OH:50])[C@@:38]([C:43]2[CH:48]=[CH:47][C:46]([CH3:49])=[CH:45][CH:44]=2)([OH:42])[C:39]([OH:41])=[O:40])=[CH:33][CH:32]=1. The catalyst is O. The product is [CH:13]1[C:8]([CH2:7][C@@H:6]([NH2:17])[CH2:5][C:4]([N:18]2[CH2:19][C:20]3=[N:26][N:25]=[C:24]([C:27]([F:30])([F:29])[F:28])[N:21]3[CH2:22][CH2:23]2)=[O:3])=[C:9]([F:16])[CH:10]=[C:11]([F:15])[C:12]=1[F:14].[C:31]1([CH3:54])[CH:36]=[CH:35][C:34]([C@@:37]([C:51]([O-:53])=[O:52])([OH:50])[C@@:38]([C:43]2[CH:48]=[CH:47][C:46]([CH3:49])=[CH:45][CH:44]=2)([OH:42])[C:39]([O-:41])=[O:40])=[CH:33][CH:32]=1. The yield is 0.663. (8) The reactants are [Br:1][C:2]1[CH:7]=[CH:6][C:5]([N:8]2[C:13](=O)[CH2:12][C:11](=[O:15])[N:10]([CH:16]3[CH2:18][CH2:17]3)[C:9]2=[O:19])=[CH:4][CH:3]=1.P(Cl)(Cl)([Cl:22])=O.BrC1C=CC(N2C(=O)C=C(Cl)N(C3CC3)C2=O)=CC=1. The catalyst is O. The product is [Br:1][C:2]1[CH:7]=[CH:6][C:5]([N:8]2[C:13]([Cl:22])=[CH:12][C:11](=[O:15])[N:10]([CH:16]3[CH2:18][CH2:17]3)[C:9]2=[O:19])=[CH:4][CH:3]=1. The yield is 0.930.